Dataset: Full USPTO retrosynthesis dataset with 1.9M reactions from patents (1976-2016). Task: Predict the reactants needed to synthesize the given product. (1) Given the product [C:1]([O:5][C:6](=[O:24])[NH:7][C:8]1[CH:13]=[CH:12][C:11]([C:14]#[C:15][C:16]2[CH:17]=[CH:18][C:19]([F:22])=[CH:20][CH:21]=2)=[CH:10][C:9]=1[NH:23][C:30](=[O:29])[CH2:31][C:32](=[O:45])[C:33]1[CH:38]=[CH:37][CH:36]=[C:35]([C:39]2[CH:40]=[N:41][CH:42]=[CH:43][CH:44]=2)[CH:34]=1)([CH3:4])([CH3:2])[CH3:3], predict the reactants needed to synthesize it. The reactants are: [C:1]([O:5][C:6](=[O:24])[NH:7][C:8]1[CH:13]=[CH:12][C:11]([C:14]#[C:15][C:16]2[CH:21]=[CH:20][C:19]([F:22])=[CH:18][CH:17]=2)=[CH:10][C:9]=1[NH2:23])([CH3:4])([CH3:3])[CH3:2].C([O:29][C:30](=O)[CH2:31][C:32](=[O:45])[C:33]1[CH:38]=[CH:37][CH:36]=[C:35]([C:39]2[CH:40]=[N:41][CH:42]=[CH:43][CH:44]=2)[CH:34]=1)(C)(C)C. (2) Given the product [CH:12]12[N:11]([CH2:9][CH2:8][NH2:7])[CH:16]([CH2:17][CH2:18]1)[CH2:15][CH2:14][CH2:13]2, predict the reactants needed to synthesize it. The reactants are: [H-].[H-].[H-].[H-].[Li+].[Al+3].[NH2:7][CH2:8][C:9]([N:11]1[CH:16]2[CH2:17][CH2:18][CH:12]1[CH2:13][CH2:14][CH2:15]2)=O. (3) Given the product [NH2:30][C:24]1[N:25]([CH3:29])[C:26](=[O:28])[CH:27]=[C:22]([CH2:21][CH2:20][C:16]2[CH:15]=[C:14]([C:10]3[CH:11]=[CH:12][CH:13]=[C:8]([O:7][CH2:6][CH2:5][OH:4])[CH:9]=3)[CH:19]=[CH:18][CH:17]=2)[N:23]=1, predict the reactants needed to synthesize it. The reactants are: C([O:4][CH2:5][CH2:6][O:7][C:8]1[CH:9]=[C:10]([C:14]2[CH:19]=[CH:18][CH:17]=[C:16]([CH2:20][CH2:21][C:22]3[N:23]=[C:24]([NH2:30])[N:25]([CH3:29])[C:26](=[O:28])[CH:27]=3)[CH:15]=2)[CH:11]=[CH:12][CH:13]=1)(=O)C.O.[OH-].[Na+].CC(O)=O. (4) The reactants are: [NH2:1][C:2]1[C:3]([CH3:8])=[CH:4][CH:5]=[CH:6][CH:7]=1.C[Al](C)C.C[O:14][C:15](=O)[C:16]1[CH:21]=[CH:20][C:19]([S:22][C:23]2[CH:28]=[CH:27][C:26]([O:29][CH3:30])=[CH:25][CH:24]=2)=[C:18]([NH:31][C:32]2[C:33]3[CH:41]=[CH:40][C:39]([CH3:42])=[N:38][C:34]=3[N:35]=[CH:36][N:37]=2)[CH:17]=1.[C@H](O)(C([O-])=O)[C@@H](O)C([O-])=O.[Na+].[K+]. Given the product [CH3:30][O:29][C:26]1[CH:25]=[CH:24][C:23]([S:22][C:19]2[CH:20]=[CH:21][C:16]([C:15]([NH:1][C:2]3[CH:7]=[CH:6][CH:5]=[CH:4][C:3]=3[CH3:8])=[O:14])=[CH:17][C:18]=2[NH:31][C:32]2[C:33]3[CH:41]=[CH:40][C:39]([CH3:42])=[N:38][C:34]=3[N:35]=[CH:36][N:37]=2)=[CH:28][CH:27]=1, predict the reactants needed to synthesize it. (5) Given the product [F:1][C:2]1[CH:3]=[C:4]([CH:33]=[CH:34][CH:35]=1)[O:5][C:6]1[CH:7]=[C:8]([NH:26][CH2:27][CH2:28][C:29]([F:31])([F:32])[F:30])[C:9]2[N:13]=[CH:12][N:11]([C:14]3[CH:23]=[CH:22][C:17]([C:18]([OH:20])=[O:19])=[C:16]([CH3:24])[CH:15]=3)[C:10]=2[CH:25]=1, predict the reactants needed to synthesize it. The reactants are: [F:1][C:2]1[CH:3]=[C:4]([CH:33]=[CH:34][CH:35]=1)[O:5][C:6]1[CH:7]=[C:8]([NH:26][CH2:27][CH2:28][C:29]([F:32])([F:31])[F:30])[C:9]2[N:13]=[CH:12][N:11]([C:14]3[CH:23]=[CH:22][C:17]([C:18]([O:20]C)=[O:19])=[C:16]([CH3:24])[CH:15]=3)[C:10]=2[CH:25]=1.CO.[OH-].[Li+].Cl. (6) Given the product [Cl:1][C:2]1[CH:3]=[C:4]([CH:27]=[CH:28][C:29]=1[F:30])[CH2:5][N:6]1[CH2:15][CH2:14][C:13]2[C:8](=[C:9]([OH:24])[C:10](=[O:23])[N:11]3[CH2:19][CH:18]([CH2:20][O:21][C:32](=[O:34])[CH3:33])[O:17][C:16](=[O:22])[C:12]3=2)[C:7]1=[O:26], predict the reactants needed to synthesize it. The reactants are: [Cl:1][C:2]1[CH:3]=[C:4]([CH:27]=[CH:28][C:29]=1[F:30])[CH2:5][N:6]1[CH2:15][CH2:14][C:13]2[C:8](=[C:9]([O:24]C)[C:10](=[O:23])[N:11]3[CH2:19][CH:18]([CH2:20][OH:21])[O:17][C:16](=[O:22])[C:12]3=2)[C:7]1=[O:26].Br.[C:32](O)(=[O:34])[CH3:33].